Dataset: Forward reaction prediction with 1.9M reactions from USPTO patents (1976-2016). Task: Predict the product of the given reaction. (1) Given the reactants [F:1][B-](F)(F)F.[C:6]([C:8]1[CH:13]=[C:12]([S:14][C:15]#[N:16])[CH:11]=[CH:10][C:9]=1[N+]#N)#[N:7], predict the reaction product. The product is: [F:1][C:9]1[CH:10]=[CH:11][C:12]([S:14][C:15]#[N:16])=[CH:13][C:8]=1[C:6]#[N:7]. (2) Given the reactants C([O:4][CH2:5][C:6]1[O:7][C:8]([C:11]2[CH:16]=[CH:15][C:14]([N:17]3[CH2:22][CH2:21][CH:20]([O:23][C:24]4[CH:29]=[CH:28][CH:27]=[CH:26][C:25]=4[C:30]([F:33])([F:32])[F:31])[CH2:19][CH2:18]3)=[CH:13][CH:12]=2)=[N:9][N:10]=1)(=O)C.NN.O, predict the reaction product. The product is: [F:33][C:30]([F:31])([F:32])[C:25]1[CH:26]=[CH:27][CH:28]=[CH:29][C:24]=1[O:23][CH:20]1[CH2:21][CH2:22][N:17]([C:14]2[CH:15]=[CH:16][C:11]([C:8]3[O:7][C:6]([CH2:5][OH:4])=[N:10][N:9]=3)=[CH:12][CH:13]=2)[CH2:18][CH2:19]1. (3) Given the reactants [H-].[H-].[H-].[H-].[Li+].[Al+3].C[O:8][C:9]([C:11]1[CH2:12][N:13]([CH3:17])[CH2:14][CH2:15][CH:16]=1)=O.O.[OH-].[Na+], predict the reaction product. The product is: [CH3:17][N:13]1[CH2:14][CH2:15][CH:16]=[C:11]([CH2:9][OH:8])[CH2:12]1. (4) Given the reactants [Cl:1][C:2]1[CH:23]=[CH:22][CH:21]=[C:20]([Cl:24])[C:3]=1[C:4]([NH:6][C:7]1[C:8]([CH2:18][OH:19])=[N:9][N:10]([CH:12]2[CH2:17][CH2:16][CH2:15][CH2:14][O:13]2)[CH:11]=1)=[O:5], predict the reaction product. The product is: [Cl:1][C:2]1[CH:23]=[CH:22][CH:21]=[C:20]([Cl:24])[C:3]=1[C:4]([NH:6][C:7]1[C:8]([CH:18]=[O:19])=[N:9][N:10]([CH:12]2[CH2:17][CH2:16][CH2:15][CH2:14][O:13]2)[CH:11]=1)=[O:5]. (5) Given the reactants C([O:3][C:4](=[O:23])[C:5]1[CH:10]=[C:9]([N:11]2[CH2:16][CH2:15][N:14]([CH2:17][CH2:18][N:19]([CH3:21])[CH3:20])[CH2:13][CH2:12]2)[CH:8]=[CH:7][C:6]=1[Cl:22])C, predict the reaction product. The product is: [Cl:22][C:6]1[CH:7]=[CH:8][C:9]([N:11]2[CH2:12][CH2:13][N:14]([CH2:17][CH2:18][N:19]([CH3:21])[CH3:20])[CH2:15][CH2:16]2)=[CH:10][C:5]=1[C:4]([OH:23])=[O:3]. (6) Given the reactants [N+:1]([C:4]1[CH:5]=[CH:6][C:7]([O:10][CH2:11][C:12]([F:15])([F:14])[F:13])=[N:8][CH:9]=1)([O-])=O, predict the reaction product. The product is: [NH2:1][C:4]1[CH:5]=[CH:6][C:7]([O:10][CH2:11][C:12]([F:15])([F:13])[F:14])=[N:8][CH:9]=1. (7) Given the reactants C1(C)C=CC=CC=1.[CH3:8][O:9][C:10](=[O:18])[C:11]1[CH:16]=[CH:15][CH:14]=[C:13]([NH2:17])[CH:12]=1.CC(C)([O-])C.[Na+].Cl[C:26]1[CH:31]=[CH:30][C:29]([Cl:32])=[CH:28][N:27]=1, predict the reaction product. The product is: [CH3:8][O:9][C:10](=[O:18])[C:11]1[CH:16]=[CH:15][CH:14]=[C:13]([NH:17][C:26]2[CH:31]=[CH:30][C:29]([Cl:32])=[CH:28][N:27]=2)[CH:12]=1. (8) Given the reactants [Cl:1][C:2]1[CH:7]=[CH:6][CH:5]=[CH:4][C:3]=1[C:8]1[CH:16]=[C:15]2[C:11]([CH:12]=[CH:13][N:14]2[CH2:17][CH2:18]O)=[C:10]2[C:20](=[O:24])[NH:21][C:22](=[O:23])[C:9]=12.[NH:25]1[CH2:29][CH2:28][CH2:27][CH2:26]1, predict the reaction product. The product is: [Cl:1][C:2]1[CH:7]=[CH:6][CH:5]=[CH:4][C:3]=1[C:8]1[CH:16]=[C:15]2[C:11]([CH:12]=[CH:13][N:14]2[CH2:17][CH2:18][N:25]2[CH2:29][CH2:28][CH2:27][CH2:26]2)=[C:10]2[C:9]=1[C:22](=[O:23])[NH:21][C:20]2=[O:24]. (9) Given the reactants [NH:1]1[C:5]([C:6]2[NH:10][N:9]=[N:8][N:7]=2)=[N:4][N:3]=[N:2]1.[N:11]#CC#N.[N-]=[N+]=[N-].[Na+].[Cl-].[NH4+], predict the reaction product. The product is: [NH4+:1].[NH4+:11].[NH:1]1[C:5]([C:6]2[NH:10][N:9]=[N:8][N:7]=2)=[N:4][N:3]=[N:2]1. (10) Given the reactants [Cl:1][C:2]1[N:11]=[CH:10][C:9]2[NH:8][C:7](=[O:12])[C:6]([CH3:14])([CH3:13])[N:5]([CH2:15][CH2:16][CH:17]([CH3:19])[CH3:18])[C:4]=2[N:3]=1.C(N(CC)CC)C.[C:27]1(B(O)O)[CH:32]=[CH:31][CH:30]=[CH:29][CH:28]=1, predict the reaction product. The product is: [Cl:1][C:2]1[N:11]=[CH:10][C:9]2[N:8]([C:27]3[CH:32]=[CH:31][CH:30]=[CH:29][CH:28]=3)[C:7](=[O:12])[C:6]([CH3:13])([CH3:14])[N:5]([CH2:15][CH2:16][CH:17]([CH3:19])[CH3:18])[C:4]=2[N:3]=1.